From a dataset of Forward reaction prediction with 1.9M reactions from USPTO patents (1976-2016). Predict the product of the given reaction. Given the reactants [CH2:1]([O:3][C:4]([C:6]1[C:7]2[C:22](=[O:23])[CH2:21][CH:20]([CH3:24])[CH2:19][CH2:18][C:8]=2[N:9](C(OC(C)(C)C)=O)[CH:10]=1)=[O:5])[CH3:2], predict the reaction product. The product is: [CH2:1]([O:3][C:4]([C:6]1[C:7]2[C:22](=[O:23])[CH2:21][CH:20]([CH3:24])[CH2:19][CH2:18][C:8]=2[NH:9][CH:10]=1)=[O:5])[CH3:2].